This data is from NCI-60 drug combinations with 297,098 pairs across 59 cell lines. The task is: Regression. Given two drug SMILES strings and cell line genomic features, predict the synergy score measuring deviation from expected non-interaction effect. Drug 1: CNC(=O)C1=CC=CC=C1SC2=CC3=C(C=C2)C(=NN3)C=CC4=CC=CC=N4. Drug 2: C1=CC(=CC=C1C#N)C(C2=CC=C(C=C2)C#N)N3C=NC=N3. Cell line: MALME-3M. Synergy scores: CSS=3.48, Synergy_ZIP=6.13, Synergy_Bliss=6.16, Synergy_Loewe=3.11, Synergy_HSA=4.06.